Dataset: Full USPTO retrosynthesis dataset with 1.9M reactions from patents (1976-2016). Task: Predict the reactants needed to synthesize the given product. (1) Given the product [C:1]([C:5]1[CH:6]=[C:7]([C:23](=[O:25])[NH2:24])[C:8]([O:21][CH3:22])=[C:9]([NH:11][C:12](=[O:20])[NH:26][C:27]2[C:36]3[C:31](=[CH:32][CH:33]=[CH:34][CH:35]=3)[C:30]([O:37][C:38]3[CH:43]=[CH:42][N:41]=[C:40]([NH:44][C:45]4[CH:46]=[C:47]([CH:61]=[C:62]([C:64]#[CH:65])[CH:63]=4)[C:48]([NH:50][CH2:51][CH2:52][O:53][CH2:54][CH2:55][O:56][CH2:57][CH2:58][O:59][CH3:60])=[O:49])[CH:39]=3)=[CH:29][CH:28]=2)[CH:10]=1)([CH3:2])([CH3:3])[CH3:4], predict the reactants needed to synthesize it. The reactants are: [C:1]([C:5]1[CH:6]=[C:7]([C:23](=[O:25])[NH2:24])[C:8]([O:21][CH3:22])=[C:9]([NH:11][C:12](=[O:20])OC2C=CC=CC=2)[CH:10]=1)([CH3:4])([CH3:3])[CH3:2].[NH2:26][C:27]1[C:36]2[C:31](=[CH:32][CH:33]=[CH:34][CH:35]=2)[C:30]([O:37][C:38]2[CH:43]=[CH:42][N:41]=[C:40]([NH:44][C:45]3[CH:46]=[C:47]([CH:61]=[C:62]([C:64]#[CH:65])[CH:63]=3)[C:48]([NH:50][CH2:51][CH2:52][O:53][CH2:54][CH2:55][O:56][CH2:57][CH2:58][O:59][CH3:60])=[O:49])[CH:39]=2)=[CH:29][CH:28]=1.CCN(CC)CC. (2) Given the product [CH:23]1[C:22]2[CH:21]([CH2:20][O:19][C:17]([N:34]([CH3:35])[N:36]([CH2:1][C:3]3[N:4]([CH2:12][CH2:13][C:14]([OH:16])=[O:15])[C:5]4[C:10]([CH:11]=3)=[CH:9][CH:8]=[CH:7][CH:6]=4)[CH3:37])=[O:18])[C:33]3[C:28](=[CH:29][CH:30]=[CH:31][CH:32]=3)[C:27]=2[CH:26]=[CH:25][CH:24]=1, predict the reactants needed to synthesize it. The reactants are: [CH:1]([C:3]1[N:4]([CH2:12][CH2:13][C:14]([OH:16])=[O:15])[C:5]2[C:10]([CH:11]=1)=[CH:9][CH:8]=[CH:7][CH:6]=2)=O.[C:17]([N:34]([NH:36][CH3:37])[CH3:35])([O:19][CH2:20][CH:21]1[C:33]2[C:28](=[CH:29][CH:30]=[CH:31][CH:32]=2)[C:27]2[C:22]1=[CH:23][CH:24]=[CH:25][CH:26]=2)=[O:18].C(O[BH-](OC(=O)C)OC(=O)C)(=O)C.[Na+]. (3) The reactants are: COC1C=CC(C)=CC=1C(C1C=CC=CC=1)=O.[CH2:18]([O:20][C:21](=[O:44])[C:22]1[CH:27]=[CH:26][C:25]([O:28]CC2C=CC=CC=2)=[C:24]([C:36]([C:38]2[CH:43]=[CH:42][CH:41]=[CH:40][CH:39]=2)=[CH2:37])[CH:23]=1)C. Given the product [CH3:18][O:20][C:21](=[O:44])[C:22]1[CH:27]=[CH:26][C:25]([OH:28])=[C:24]([C:36]([C:38]2[CH:39]=[CH:40][CH:41]=[CH:42][CH:43]=2)=[CH2:37])[CH:23]=1, predict the reactants needed to synthesize it. (4) Given the product [CH:1]([O:4][C:5](=[O:14])[C:6]1[CH:11]=[C:10]([CH3:12])[C:9]([N:17]([CH2:18][CH3:19])[CH2:15][CH3:16])=[N:8][CH:7]=1)([CH3:3])[CH3:2], predict the reactants needed to synthesize it. The reactants are: [CH:1]([O:4][C:5](=[O:14])[C:6]1[CH:11]=[C:10]([CH3:12])[C:9](Cl)=[N:8][CH:7]=1)([CH3:3])[CH3:2].[CH2:15]([NH:17][CH2:18][CH3:19])[CH3:16].